From a dataset of Forward reaction prediction with 1.9M reactions from USPTO patents (1976-2016). Predict the product of the given reaction. Given the reactants [Cl:1][C:2]1[C:3]([O:11][CH2:12][CH:13]2[CH2:15][CH2:14]2)=[CH:4][C:5]([C:8]([OH:10])=O)=[N:6][CH:7]=1.[NH2:16][C@H:17]([C:20]([CH3:23])([CH3:22])[CH3:21])[CH2:18][OH:19], predict the reaction product. The product is: [OH:19][CH2:18][C@H:17]([NH:16][C:8]([C:5]1[CH:4]=[C:3]([O:11][CH2:12][CH:13]2[CH2:15][CH2:14]2)[C:2]([Cl:1])=[CH:7][N:6]=1)=[O:10])[C:20]([CH3:23])([CH3:22])[CH3:21].